Dataset: NCI-60 drug combinations with 297,098 pairs across 59 cell lines. Task: Regression. Given two drug SMILES strings and cell line genomic features, predict the synergy score measuring deviation from expected non-interaction effect. (1) Drug 1: C1CNP(=O)(OC1)N(CCCl)CCCl. Drug 2: COCCOC1=C(C=C2C(=C1)C(=NC=N2)NC3=CC=CC(=C3)C#C)OCCOC.Cl. Cell line: T-47D. Synergy scores: CSS=3.52, Synergy_ZIP=3.04, Synergy_Bliss=5.24, Synergy_Loewe=0.205, Synergy_HSA=0.777. (2) Drug 1: C1=C(C(=O)NC(=O)N1)F. Drug 2: CC1=C(C(=CC=C1)Cl)NC(=O)C2=CN=C(S2)NC3=CC(=NC(=N3)C)N4CCN(CC4)CCO. Cell line: UACC62. Synergy scores: CSS=28.7, Synergy_ZIP=-4.05, Synergy_Bliss=0.474, Synergy_Loewe=3.13, Synergy_HSA=4.25. (3) Drug 1: CN(C)N=NC1=C(NC=N1)C(=O)N. Drug 2: C1=CC=C(C(=C1)C(C2=CC=C(C=C2)Cl)C(Cl)Cl)Cl. Cell line: HS 578T. Synergy scores: CSS=-1.73, Synergy_ZIP=-0.645, Synergy_Bliss=-1.17, Synergy_Loewe=-4.30, Synergy_HSA=-2.70.